This data is from NCI-60 drug combinations with 297,098 pairs across 59 cell lines. The task is: Regression. Given two drug SMILES strings and cell line genomic features, predict the synergy score measuring deviation from expected non-interaction effect. (1) Drug 1: CC1CC2C3CCC4=CC(=O)C=CC4(C3(C(CC2(C1(C(=O)CO)O)C)O)F)C. Drug 2: C1CC(CNC1)C2=CC=C(C=C2)N3C=C4C=CC=C(C4=N3)C(=O)N. Cell line: NCI-H460. Synergy scores: CSS=6.36, Synergy_ZIP=-3.26, Synergy_Bliss=-1.30, Synergy_Loewe=2.67, Synergy_HSA=2.96. (2) Drug 1: C1=NC2=C(N=C(N=C2N1C3C(C(C(O3)CO)O)O)F)N. Drug 2: C1CNP(=O)(OC1)N(CCCl)CCCl. Cell line: OVCAR3. Synergy scores: CSS=-4.96, Synergy_ZIP=1.72, Synergy_Bliss=-0.0971, Synergy_Loewe=-2.07, Synergy_HSA=-4.20. (3) Drug 1: C1CN1P(=S)(N2CC2)N3CC3. Drug 2: CC1=C(C(CCC1)(C)C)C=CC(=CC=CC(=CC(=O)O)C)C. Cell line: LOX IMVI. Synergy scores: CSS=35.7, Synergy_ZIP=-10.3, Synergy_Bliss=-8.40, Synergy_Loewe=-10.4, Synergy_HSA=-3.35. (4) Drug 1: CN1C(=O)N2C=NC(=C2N=N1)C(=O)N. Drug 2: CNC(=O)C1=NC=CC(=C1)OC2=CC=C(C=C2)NC(=O)NC3=CC(=C(C=C3)Cl)C(F)(F)F. Cell line: LOX IMVI. Synergy scores: CSS=-0.308, Synergy_ZIP=0.245, Synergy_Bliss=0.333, Synergy_Loewe=-4.04, Synergy_HSA=-2.95. (5) Cell line: LOX IMVI. Drug 1: CC(C)NC(=O)C1=CC=C(C=C1)CNNC.Cl. Synergy scores: CSS=47.4, Synergy_ZIP=0.596, Synergy_Bliss=-2.06, Synergy_Loewe=-28.0, Synergy_HSA=-1.05. Drug 2: CC1C(C(CC(O1)OC2CC(CC3=C2C(=C4C(=C3O)C(=O)C5=C(C4=O)C(=CC=C5)OC)O)(C(=O)CO)O)N)O.Cl.